The task is: Predict the reactants needed to synthesize the given product.. This data is from Full USPTO retrosynthesis dataset with 1.9M reactions from patents (1976-2016). Given the product [OH:26][C:14]1[CH:13]=[C:12]([CH:17]=[CH:16][C:15]=1[N:18]1[CH2:22][C:21](=[O:23])[NH:20][S:19]1(=[O:25])=[O:24])[CH2:11][C:6]1[CH:7]=[CH:8][CH:9]=[CH:10][C:5]=1[CH2:4][C:3]([OH:27])=[O:2], predict the reactants needed to synthesize it. The reactants are: C[O:2][C:3](=[O:27])[CH2:4][C:5]1[CH:10]=[CH:9][CH:8]=[CH:7][C:6]=1[CH2:11][C:12]1[CH:17]=[CH:16][C:15]([N:18]2[CH2:22][C:21](=[O:23])[NH:20][S:19]2(=[O:25])=[O:24])=[C:14]([OH:26])[CH:13]=1.[OH-].[K+].Cl.